Dataset: Catalyst prediction with 721,799 reactions and 888 catalyst types from USPTO. Task: Predict which catalyst facilitates the given reaction. (1) Reactant: [N:1]1[N:5]2[CH:6]=[CH:7][C:8]([CH:10]=O)=[CH:9][C:4]2=[CH:3][CH:2]=1.[Cl:12][C:13]1[CH:18]=[CH:17][C:16]([NH:19][C:20]([CH:22]2[CH2:25][CH2:24][CH2:23]2)=[O:21])=[CH:15][C:14]=1/[N:26]=[C:27]1\[S:28][CH2:29][C:30](=[O:32])[NH:31]\1.C([O-])(=O)C.[NH2+]1CCCCC1.O. Product: [Cl:12][C:13]1[CH:18]=[CH:17][C:16]([NH:19][C:20]([CH:22]2[CH2:23][CH2:24][CH2:25]2)=[O:21])=[CH:15][C:14]=1[NH:26][C:27]1[S:28]/[C:29](=[CH:10]\[C:8]2[CH:7]=[CH:6][N:5]3[N:1]=[CH:2][CH:3]=[C:4]3[CH:9]=2)/[C:30](=[O:32])[N:31]=1. The catalyst class is: 8. (2) Reactant: [Cl:1][C:2]1[N:3]=[C:4](Cl)[C:5]2[S:10][CH:9]=[C:8]([CH3:11])[C:6]=2[N:7]=1.[CH2:13]([NH2:18])[C:14]([CH3:17])([CH3:16])[CH3:15].O. Product: [Cl:1][C:2]1[N:3]=[C:4]([NH:18][CH2:13][C:14]([CH3:17])([CH3:16])[CH3:15])[C:5]2[S:10][CH:9]=[C:8]([CH3:11])[C:6]=2[N:7]=1. The catalyst class is: 3. (3) Reactant: [CH:1]1([C:4]2[C:11]([N+:12]([O-:14])=[O:13])=[CH:10][C:7]([C:8]#[N:9])=[C:6]([N:15]3[CH2:20][CH2:19][NH:18][C@H:17]([CH:21]([CH3:23])[CH3:22])[CH2:16]3)[N:5]=2)[CH2:3][CH2:2]1.[CH3:24][C:25]([O:28][C:29](O[C:29]([O:28][C:25]([CH3:27])([CH3:26])[CH3:24])=[O:30])=[O:30])([CH3:27])[CH3:26]. Product: [C:8]([C:7]1[C:6]([N:15]2[CH2:20][CH2:19][N:18]([C:29]([O:28][C:25]([CH3:27])([CH3:26])[CH3:24])=[O:30])[C@H:17]([CH:21]([CH3:23])[CH3:22])[CH2:16]2)=[N:5][C:4]([CH:1]2[CH2:2][CH2:3]2)=[C:11]([N+:12]([O-:14])=[O:13])[CH:10]=1)#[N:9]. The catalyst class is: 2. (4) Reactant: [Cl:1][C:2]1[CH:7]=[C:6]([Cl:8])[CH:5]=[CH:4][C:3]=1[NH:9][NH2:10].C([O:13][C:14](=[O:28])[C:15](=O)[CH:16]([CH3:26])[C:17]([C:19]1[CH:24]=[CH:23][C:22]([Cl:25])=[CH:21][CH:20]=1)=O)C.[OH-].[Na+].O. Product: [Cl:25][C:22]1[CH:21]=[CH:20][C:19]([C:17]2[N:9]([C:3]3[CH:4]=[CH:5][C:6]([Cl:8])=[CH:7][C:2]=3[Cl:1])[N:10]=[C:15]([C:14]([OH:28])=[O:13])[C:16]=2[CH3:26])=[CH:24][CH:23]=1. The catalyst class is: 8. (5) Reactant: C[O:2][C:3]([CH:5]1[CH2:9][CH:8]([CH2:10][CH2:11][C:12]([F:16])([F:15])[CH2:13][CH3:14])[CH2:7][N:6]1[C:17]([O:19][C:20]([CH3:23])([CH3:22])[CH3:21])=[O:18])=[O:4].O.[OH-].[Li+]. Product: [C:20]([O:19][C:17]([N:6]1[CH2:7][CH:8]([CH2:10][CH2:11][C:12]([F:15])([F:16])[CH2:13][CH3:14])[CH2:9][CH:5]1[C:3]([OH:4])=[O:2])=[O:18])([CH3:21])([CH3:22])[CH3:23]. The catalyst class is: 20. (6) Reactant: [CH2:1]([N:3]1[CH2:8][C@H:7]([CH3:9])[N:6]2[CH:10]=[C:11]([C:14]([O:16][CH2:17][CH3:18])=[O:15])[C:12]([OH:13])=[C:5]2[C:4]1=[O:19])[CH3:2].[C:20](=O)([O-])[O-].[K+].[K+].IC. Product: [CH2:1]([N:3]1[CH2:8][C@H:7]([CH3:9])[N:6]2[CH:10]=[C:11]([C:14]([O:16][CH2:17][CH3:18])=[O:15])[C:12]([O:13][CH3:20])=[C:5]2[C:4]1=[O:19])[CH3:2]. The catalyst class is: 3. (7) Reactant: [C:1]([C:3]1[N:8]=[C:7](/[CH:9]=[CH:10]/[C:11]([O:13][C:14]([CH3:17])([CH3:16])[CH3:15])=[O:12])[CH:6]=[CH:5][CH:4]=1)#[N:2].[C:18](OC)(=[O:26])[C:19]1[C:20](=[CH:22][CH:23]=[CH:24][CH:25]=1)[SH:21].C(N(CC)CC)C. Product: [O:26]=[C:18]1[C:19]2[CH:25]=[CH:24][CH:23]=[CH:22][C:20]=2[S:21][C:1]([C:3]2[N:8]=[C:7](/[CH:9]=[CH:10]/[C:11]([O:13][C:14]([CH3:17])([CH3:16])[CH3:15])=[O:12])[CH:6]=[CH:5][CH:4]=2)=[N:2]1. The catalyst class is: 11. (8) Reactant: C([O:8][C:9]1[N:10]=[N:11][C:12]([C:23]#[C:24][C:25]2[CH:30]=[CH:29][CH:28]=[C:27]([F:31])[CH:26]=2)=[CH:13][C:14]=1[O:15]CC1C=CC=CC=1)C1C=CC=CC=1. Product: [F:31][C:27]1[CH:26]=[C:25]([CH2:24][CH2:23][C:12]2[CH:13]=[C:14]([OH:15])[C:9](=[O:8])[NH:10][N:11]=2)[CH:30]=[CH:29][CH:28]=1. The catalyst class is: 5.